From a dataset of Full USPTO retrosynthesis dataset with 1.9M reactions from patents (1976-2016). Predict the reactants needed to synthesize the given product. (1) Given the product [F:21][CH:2]([F:1])[C:3]1[S:7][C:6]([C:8]([OH:10])=[O:9])=[CH:5][C:4]=1[C:12]1[N:16]2[N:17]=[CH:18][CH:19]=[CH:20][C:15]2=[N:14][CH:13]=1, predict the reactants needed to synthesize it. The reactants are: [F:1][CH:2]([F:21])[C:3]1[S:7][C:6]([C:8]([O:10]C)=[O:9])=[CH:5][C:4]=1[C:12]1[N:16]2[N:17]=[CH:18][CH:19]=[CH:20][C:15]2=[N:14][CH:13]=1.[OH-].[Na+].Cl. (2) Given the product [F:13][C:14]1[CH:15]=[CH:16][C:17]([C:20]([CH3:24])([CH3:23])[CH2:21][NH:22][C:2]2[N:3]=[N:4][C:5]([N:8]3[CH:12]=[CH:11][CH:10]=[N:9]3)=[CH:6][CH:7]=2)=[CH:18][CH:19]=1, predict the reactants needed to synthesize it. The reactants are: Cl[C:2]1[N:3]=[N:4][C:5]([N:8]2[CH:12]=[CH:11][CH:10]=[N:9]2)=[CH:6][CH:7]=1.[F:13][C:14]1[CH:19]=[CH:18][C:17]([C:20]([CH3:24])([CH3:23])[CH2:21][NH2:22])=[CH:16][CH:15]=1.C(N(C(C)C)CC)(C)C. (3) Given the product [CH2:1]([O:8][C:9]([C:11]1[N:12]([CH2:26][C:25]([O:24][C:20]([CH3:23])([CH3:22])[CH3:21])=[O:28])[C:13]2[C:18]([CH:19]=1)=[CH:17][CH:16]=[CH:15][CH:14]=2)=[O:10])[C:2]1[CH:3]=[CH:4][CH:5]=[CH:6][CH:7]=1, predict the reactants needed to synthesize it. The reactants are: [CH2:1]([O:8][C:9]([C:11]1[NH:12][C:13]2[C:18]([CH:19]=1)=[CH:17][CH:16]=[CH:15][CH:14]=2)=[O:10])[C:2]1[CH:7]=[CH:6][CH:5]=[CH:4][CH:3]=1.[C:20]([O:24][C:25](=[O:28])[CH2:26]Br)([CH3:23])([CH3:22])[CH3:21]. (4) Given the product [CH:3]1([CH2:2][O:15][CH:12]2[CH2:13][CH2:14][CH:9]([OH:16])[CH2:10][CH2:11]2)[CH2:8][CH2:7][CH:6]=[CH:5][CH2:4]1, predict the reactants needed to synthesize it. The reactants are: Cl[CH2:2][CH:3]1[CH2:8][CH2:7][CH:6]=[CH:5][CH2:4]1.[CH:9]1([OH:16])[CH2:14][CH2:13][CH:12]([OH:15])[CH2:11][CH2:10]1.[OH-].[Na+]. (5) Given the product [CH2:12]([C:14]12[CH2:19][S:20][As:2]([S:18][CH2:17]1)[S:16][CH2:15]2)[CH3:13], predict the reactants needed to synthesize it. The reactants are: O=[As:2]O[As]=O.C([O-])(=O)CS.[NH4+].[CH2:12]([C:14]([CH2:19][SH:20])([CH2:17][SH:18])[CH2:15][SH:16])[CH3:13]. (6) Given the product [CH3:23][N:17]1[C:18]([CH3:22])([CH3:21])[CH2:19][CH2:20][N:15]2[C:14](=[O:25])[N:13]=[C:12]([O:1][CH2:2][C:3]3[CH:4]=[C:5]([CH:8]=[CH:9][CH:10]=3)[C:6]#[N:7])[CH:24]=[C:16]12, predict the reactants needed to synthesize it. The reactants are: [OH:1][CH2:2][C:3]1[CH:4]=[C:5]([CH:8]=[CH:9][CH:10]=1)[C:6]#[N:7].Cl[C:12]1[CH:24]=[C:16]2[N:17]([CH3:23])[C:18]([CH3:22])([CH3:21])[CH2:19][CH2:20][N:15]2[C:14](=[O:25])[N:13]=1.